Predict the reactants needed to synthesize the given product. From a dataset of Full USPTO retrosynthesis dataset with 1.9M reactions from patents (1976-2016). (1) Given the product [Cl:32][C:29]1[CH:28]=[CH:27][C:26]([C:22]2([CH2:33][C:34]#[N:35])[C:21]3[N:18]=[C:16]([NH:15][C:5]4[CH:6]=[CH:7][C:8]([N:9]5[CH:13]=[C:12]([CH3:14])[N:11]=[CH:10]5)=[C:3]([O:2][CH3:1])[CH:4]=4)[S:17][C:20]=3[CH2:25][CH2:24][CH2:23]2)=[CH:31][CH:30]=1, predict the reactants needed to synthesize it. The reactants are: [CH3:1][O:2][C:3]1[CH:4]=[C:5]([NH:15][C:16]([NH2:18])=[S:17])[CH:6]=[CH:7][C:8]=1[N:9]1[CH:13]=[C:12]([CH3:14])[N:11]=[CH:10]1.Br[CH:20]1[CH2:25][CH2:24][CH2:23][C:22]([CH2:33][C:34]#[N:35])([C:26]2[CH:31]=[CH:30][C:29]([Cl:32])=[CH:28][CH:27]=2)[C:21]1=O. (2) The reactants are: [C:1]([C:3]1[C:13]2[O:12][CH2:11][CH2:10][N:9]([C:14]([O:16][C:17]([CH3:20])([CH3:19])[CH3:18])=[O:15])[CH:8]([CH2:21][C:22]([O:24][CH2:25][CH3:26])=[O:23])[C:7]=2[CH:6]=[CH:5][CH:4]=1)#[N:2].Cl.[NH2:28][OH:29].C(=O)(O)[O-].[Na+]. Given the product [CH2:25]([O:24][C:22](=[O:23])[CH2:21][CH:8]1[C:7]2[CH:6]=[CH:5][CH:4]=[C:3]([C:1]([NH:28][OH:29])=[NH:2])[C:13]=2[O:12][CH2:11][CH2:10][N:9]1[C:14]([O:16][C:17]([CH3:19])([CH3:20])[CH3:18])=[O:15])[CH3:26], predict the reactants needed to synthesize it.